This data is from Catalyst prediction with 721,799 reactions and 888 catalyst types from USPTO. The task is: Predict which catalyst facilitates the given reaction. (1) Product: [C:32]([O:31][C:29]([N:39]1[CH2:20][CH2:19][N:16]([C:4]2[CH:5]=[CH:6][CH:7]=[C:2]([Br:1])[CH:3]=2)[CH2:17][CH2:18]1)=[O:30])([CH3:33])([CH3:34])[CH3:35]. The catalyst class is: 142. Reactant: [Br:1][C:2]1[CH:3]=[C:4](C2CCNCC2)[CH:5]=[CH:6][CH:7]=1.C([N:16]([CH2:19][CH3:20])[CH2:17][CH3:18])C.[C:29](O[C:29]([O:31][C:32]([CH3:35])([CH3:34])[CH3:33])=[O:30])([O:31][C:32]([CH3:35])([CH3:34])[CH3:33])=[O:30].O.C(#[N:39])C. (2) Reactant: [Br:1][C:2]1[CH:11]=[CH:10][C:9]2[N:8]=[CH:7][C:6]3[NH:12][CH2:13][CH2:14][O:15][C:5]=3[C:4]=2[CH:3]=1.C(N(C(C)C)C(C)C)C.ClCCl.[CH:28]1([C:31](Cl)=[O:32])[CH2:30][CH2:29]1. Product: [Br:1][C:2]1[CH:11]=[CH:10][C:9]2[N:8]=[CH:7][C:6]3[N:12]([C:31]([CH:28]4[CH2:30][CH2:29]4)=[O:32])[CH2:13][CH2:14][O:15][C:5]=3[C:4]=2[CH:3]=1. The catalyst class is: 13. (3) Reactant: [F:1][C:2]1[CH:3]=[C:4]([CH:8]=[C:9]([F:11])[CH:10]=1)[C:5]([OH:7])=[O:6].[Li]C(C)(C)C.CN([CH:20]=[O:21])C. Product: [F:1][C:2]1[CH:3]=[C:4]([CH:8]=[C:9]([F:11])[C:10]=1[CH:20]=[O:21])[C:5]([OH:7])=[O:6]. The catalyst class is: 1. (4) Reactant: [CH3:1][CH:2]1[CH2:10][C:9]2[C:4](=[CH:5][CH:6]=[CH:7][CH:8]=2)[N:3]1C.[CH2:12](N(CC)CC)C.[C:19](Cl)(=[O:21])[CH3:20]. Product: [C:19]([N:3]1[C:4]2[C:9](=[CH:8][CH:7]=[CH:6][CH:5]=2)[CH2:10][C:2]1([CH3:1])[CH3:12])(=[O:21])[CH3:20]. The catalyst class is: 4.